From a dataset of Catalyst prediction with 721,799 reactions and 888 catalyst types from USPTO. Predict which catalyst facilitates the given reaction. Reactant: [NH:1]([C:8]([N:10]1[CH2:15][CH2:14][C:13]2[N:16]=[C:17]([C:19]([O:21][CH2:22][CH3:23])=[O:20])[S:18][C:12]=2[CH2:11]1)=[S:9])[C:2]1[CH:7]=[CH:6][CH:5]=[CH:4][CH:3]=1.[C:24]([O-])([O-])=O.[K+].[K+].IC. Product: [CH3:24][S:9]/[C:8](=[N:1]\[C:2]1[CH:7]=[CH:6][CH:5]=[CH:4][CH:3]=1)/[N:10]1[CH2:15][CH2:14][C:13]2[N:16]=[C:17]([C:19]([O:21][CH2:22][CH3:23])=[O:20])[S:18][C:12]=2[CH2:11]1. The catalyst class is: 21.